Predict the reactants needed to synthesize the given product. From a dataset of Full USPTO retrosynthesis dataset with 1.9M reactions from patents (1976-2016). (1) Given the product [ClH:1].[Cl:1][C:2]1[CH:3]=[C:4]([C@H:9]2[C@H:15]([C@@H:16]([OH:19])[CH2:17][OH:18])[O:14][CH2:13][CH2:12][NH:11][CH2:10]2)[CH:5]=[CH:6][C:7]=1[Cl:8], predict the reactants needed to synthesize it. The reactants are: [Cl:1][C:2]1[CH:3]=[C:4]([C@H:9]2[C@H:15]([C@@H:16]([OH:19])[CH2:17][OH:18])[O:14][CH2:13][CH2:12][N:11](C(OC(C)(C)C)=O)[CH2:10]2)[CH:5]=[CH:6][C:7]=1[Cl:8].Cl.C(O)C. (2) The reactants are: [CH2:1]([C@:3]12[C:16]3[C:11](=[CH:12][C:13]([O:17]C)=[CH:14][CH:15]=3)[CH2:10][CH2:9][C:8]1=[CH:7][C:6](=[O:19])[CH2:5][CH2:4]2)[CH3:2].NC(C(O)=O)CCSC. Given the product [CH2:1]([C@:3]12[C:16]3[C:11](=[CH:12][C:13]([OH:17])=[CH:14][CH:15]=3)[CH2:10][CH2:9][C:8]1=[CH:7][C:6](=[O:19])[CH2:5][CH2:4]2)[CH3:2], predict the reactants needed to synthesize it. (3) Given the product [C:20]([O:19][C:17]([N:4]([CH:1]1[CH2:3][CH2:2]1)[C@@H:6]([CH3:10])[C:7]([OH:9])=[O:8])=[O:16])([CH3:23])([CH3:22])[CH3:21], predict the reactants needed to synthesize it. The reactants are: [CH:1]1([NH2:4])[CH2:3][CH2:2]1.Br[CH:6]([CH3:10])[C:7]([OH:9])=[O:8].C(=O)(O)[O-].[Na+].[O:16](C(OC(C)(C)C)=O)[C:17]([O:19][C:20]([CH3:23])([CH3:22])[CH3:21])=O.Cl. (4) Given the product [CH3:22][CH:23]1[CH2:28][CH2:27][CH2:26][CH2:25][N:24]1[C:2]1[C:3]([C:16]2[CH:21]=[CH:20][CH:19]=[CH:18][CH:17]=2)=[N:4][C:5]2[C:10]([N:11]=1)=[CH:9][C:8]([C:12]([O:14][CH3:15])=[O:13])=[CH:7][CH:6]=2, predict the reactants needed to synthesize it. The reactants are: Br[C:2]1[C:3]([C:16]2[CH:21]=[CH:20][CH:19]=[CH:18][CH:17]=2)=[N:4][C:5]2[C:10]([N:11]=1)=[CH:9][C:8]([C:12]([O:14][CH3:15])=[O:13])=[CH:7][CH:6]=2.[CH3:22][CH:23]1[CH2:28][CH2:27][CH2:26][CH2:25][NH:24]1.CCN(C(C)C)C(C)C. (5) Given the product [CH2:30]([O:29][C:27](=[O:28])[CH2:26][CH2:32][N:1]1[C:9]2[C:4](=[C:5]([C:10]([N:12]3[CH2:18][C:17]4([CH3:20])[CH2:19][CH:13]3[CH2:14][C:15]([CH3:22])([CH3:21])[CH2:16]4)=[O:11])[CH:6]=[CH:7][CH:8]=2)[CH:3]=[CH:2]1)[CH3:31], predict the reactants needed to synthesize it. The reactants are: [NH:1]1[C:9]2[C:4](=[C:5]([C:10]([N:12]3[CH2:18][C:17]4([CH3:20])[CH2:19][CH:13]3[CH2:14][C:15]([CH3:22])([CH3:21])[CH2:16]4)=[O:11])[CH:6]=[CH:7][CH:8]=2)[CH:3]=[CH:2]1.[H-].[Na+].Br[CH:26]([CH3:32])[C:27]([O:29][CH2:30][CH3:31])=[O:28]. (6) Given the product [Br:12][CH2:11][C:3]1[C:4]([N+:8]([O-:10])=[O:9])=[CH:5][CH:6]=[CH:7][C:2]=1[Cl:1], predict the reactants needed to synthesize it. The reactants are: [Cl:1][C:2]1[CH:7]=[CH:6][CH:5]=[C:4]([N+:8]([O-:10])=[O:9])[C:3]=1[CH3:11].[Br:12]N1C(=O)CCC1=O.C(OOC(=O)C1C=CC=CC=1)(=O)C1C=CC=CC=1. (7) Given the product [Cl:1][C:2]1[CH:7]=[CH:6][CH:5]=[CH:4][C:3]=1[C:8]1[N:9]([C:24]2[CH:25]=[CH:26][C:27]([Cl:30])=[CH:28][CH:29]=2)[C:10]2[C:15]([N:16]=1)=[C:14]([NH:17][C@@H:18]1[CH2:23][CH2:22][CH2:21][N:20]([C:41]([NH:40][CH2:38][CH3:39])=[O:42])[CH2:19]1)[N:13]=[CH:12][N:11]=2, predict the reactants needed to synthesize it. The reactants are: [Cl:1][C:2]1[CH:7]=[CH:6][CH:5]=[CH:4][C:3]=1[C:8]1[N:9]([C:24]2[CH:29]=[CH:28][C:27]([Cl:30])=[CH:26][CH:25]=2)[C:10]2[C:15]([N:16]=1)=[C:14]([NH:17][C@@H:18]1[CH2:23][CH2:22][CH2:21][NH:20][CH2:19]1)[N:13]=[CH:12][N:11]=2.C(N(CC)CC)C.[CH2:38]([N:40]=[C:41]=[O:42])[CH3:39]. (8) Given the product [N+:18]([C:21]1[CH:28]=[CH:27][C:24]([CH2:25][C:3]([CH3:2])([C:4]([O:6][CH2:7][CH3:14])=[O:5])[C:8]([O:10][CH2:11][CH3:12])=[O:9])=[CH:23][CH:22]=1)([O-:20])=[O:19], predict the reactants needed to synthesize it. The reactants are: C[CH2:2][CH:3]([C:8]([O:10][CH2:11][CH3:12])=[O:9])[C:4]([O:6][CH3:7])=[O:5].[O-][CH2:14]C.[Na+].[Na].[N+:18]([C:21]1[CH:28]=[CH:27][C:24]([CH2:25]Br)=[CH:23][CH:22]=1)([O-:20])=[O:19]. (9) The reactants are: C[O:2][C:3]([C:5]1([C:9]2[CH:14]=[CH:13][C:12]([NH:15][C:16]3[N:21]=[C:20]([C:22]4[CH:23]=[N:24][N:25]([CH3:27])[CH:26]=4)[CH:19]=[C:18]([N:28]4[CH2:32][CH2:31][CH2:30][CH2:29]4)[N:17]=3)=[CH:11][CH:10]=2)[CH2:8][CH2:7][CH2:6]1)=[O:4]. Given the product [CH3:27][N:25]1[CH:26]=[C:22]([C:20]2[CH:19]=[C:18]([N:28]3[CH2:32][CH2:31][CH2:30][CH2:29]3)[N:17]=[C:16]([NH:15][C:12]3[CH:13]=[CH:14][C:9]([C:5]4([C:3]([OH:4])=[O:2])[CH2:6][CH2:7][CH2:8]4)=[CH:10][CH:11]=3)[N:21]=2)[CH:23]=[N:24]1, predict the reactants needed to synthesize it. (10) Given the product [S:1]1[C:5]2[CH:6]=[CH:7][CH:8]=[CH:9][C:4]=2[CH:3]=[C:2]1[C:10]([NH:20][C@H:21]([C:26]([OH:28])=[O:27])[CH2:22][CH:23]([CH3:25])[CH3:24])=[O:12], predict the reactants needed to synthesize it. The reactants are: [S:1]1[C:5]2[CH:6]=[CH:7][CH:8]=[CH:9][C:4]=2[CH:3]=[C:2]1[C:10]([O:12]N1C(=O)CCC1=O)=O.[NH2:20][C@H:21]([C:26]([OH:28])=[O:27])[CH2:22][CH:23]([CH3:25])[CH3:24].C(N(CC)CC)C.Cl.